This data is from Full USPTO retrosynthesis dataset with 1.9M reactions from patents (1976-2016). The task is: Predict the reactants needed to synthesize the given product. The reactants are: [O:1]1[CH2:5][CH2:4][O:3][CH:2]1[C:6]1[S:10][C:9]([CH2:11][CH3:12])=[C:8]([CH:13]=[O:14])[CH:7]=1.[CH:15]1([Mg]Br)[CH2:20][CH2:19][CH2:18][CH2:17][CH2:16]1.O1CCCC1.O. Given the product [CH:15]1([CH:13]([C:8]2[CH:7]=[C:6]([CH:2]3[O:3][CH2:4][CH2:5][O:1]3)[S:10][C:9]=2[CH2:11][CH3:12])[OH:14])[CH2:20][CH2:19][CH2:18][CH2:17][CH2:16]1, predict the reactants needed to synthesize it.